Dataset: Catalyst prediction with 721,799 reactions and 888 catalyst types from USPTO. Task: Predict which catalyst facilitates the given reaction. (1) Reactant: [C:1]1([CH:7]([CH2:10][OH:11])[C:8]#[N:9])[CH:6]=[CH:5][CH:4]=[CH:3][CH:2]=1.[C:12](OC(=O)C)(=[O:14])[CH3:13].S(=O)(=O)(O)O. Product: [C:12]([O:11][CH2:10][CH:7]([C:1]1[CH:6]=[CH:5][CH:4]=[CH:3][CH:2]=1)[C:8]#[N:9])(=[O:14])[CH3:13]. The catalyst class is: 10. (2) Product: [CH2:33]([O:32][C:15]1[CH:14]=[CH:13][C:12]2[N:11]=[CH:10][C:9]3[N:8]=[CH:3][N:19]([CH2:20][CH2:21][CH2:22][CH2:23][NH:24][C:25](=[O:31])[O:26][C:27]([CH3:30])([CH3:29])[CH3:28])[C:18]=3[C:17]=2[CH:16]=1)[C:34]1[CH:35]=[CH:36][CH:37]=[CH:38][CH:39]=1. The catalyst class is: 11. Reactant: Cl.N1C=CC=C[CH:3]=1.[NH2:8][C:9]1[CH:10]=[N:11][C:12]2[C:17]([C:18]=1[NH:19][CH2:20][CH2:21][CH2:22][CH2:23][NH:24][C:25](=[O:31])[O:26][C:27]([CH3:30])([CH3:29])[CH3:28])=[CH:16][C:15]([O:32][CH2:33][C:34]1[CH:39]=[CH:38][CH:37]=[CH:36][CH:35]=1)=[CH:14][CH:13]=2. (3) Reactant: [CH3:1][N:2]1[C:10]2[C:5](=[CH:6][C:7](B(O)O)=[CH:8][CH:9]=2)[CH:4]=[N:3]1.Br[C:15]1[CH:16]=[C:17]([C:38]([O:40][CH3:41])=[O:39])[C:18]2[N:19]([CH2:29][C:30]3[CH:35]=[CH:34][C:33]([O:36][CH3:37])=[CH:32][CH:31]=3)[C:20]3[CH:21]=[C:22]([Cl:28])[CH:23]=[CH:24][C:25]=3[C:26]=2[N:27]=1.[O-]P([O-])([O-])=O.[K+].[K+].[K+].C1(P(C2CCCCC2)C2C=CC=CC=2C2C(OC)=CC=CC=2OC)CCCCC1. Product: [Cl:28][C:22]1[CH:23]=[CH:24][C:25]2[C:26]3[N:27]=[C:15]([C:7]4[CH:6]=[C:5]5[C:10](=[CH:9][CH:8]=4)[N:2]([CH3:1])[N:3]=[CH:4]5)[CH:16]=[C:17]([C:38]([O:40][CH3:41])=[O:39])[C:18]=3[N:19]([CH2:29][C:30]3[CH:31]=[CH:32][C:33]([O:36][CH3:37])=[CH:34][CH:35]=3)[C:20]=2[CH:21]=1. The catalyst class is: 318. (4) Product: [CH3:30][O:29][C:27](=[O:28])[CH2:26][C:17]1[CH:16]=[C:15]([O:14][CH:11]2[CH2:10][CH2:9][NH:8][CH2:13][CH2:12]2)[C:24]2[C:19](=[CH:20][CH:21]=[C:22]([F:25])[CH:23]=2)[CH:18]=1. The catalyst class is: 5. Reactant: C(OC([N:8]1[CH2:13][CH2:12][CH:11]([O:14][C:15]2[C:24]3[C:19](=[CH:20][CH:21]=[C:22]([F:25])[CH:23]=3)[CH:18]=[C:17]([CH2:26][C:27]([O:29][CH3:30])=[O:28])[CH:16]=2)[CH2:10][CH2:9]1)=O)(C)(C)C.Cl. (5) Reactant: C(O[BH-](OC(=O)C)OC(=O)C)(=O)C.[Na+].[C:15]([O:19][C:20]([N:22]1[CH2:27][CH2:26][CH:25]([NH:28][CH2:29][C:30]2[S:34][CH:33]=[N:32][C:31]=2[Cl:35])[CH2:24][CH2:23]1)=[O:21])([CH3:18])([CH3:17])[CH3:16].[CH:36](=O)[CH:37]([CH3:39])[CH3:38].C(O)(=O)C.[OH-].[Na+]. Product: [C:15]([O:19][C:20]([N:22]1[CH2:23][CH2:24][CH:25]([N:28]([CH2:29][C:30]2[S:34][CH:33]=[N:32][C:31]=2[Cl:35])[CH2:36][CH:37]([CH3:39])[CH3:38])[CH2:26][CH2:27]1)=[O:21])([CH3:18])([CH3:16])[CH3:17]. The catalyst class is: 26.